This data is from Peptide-MHC class II binding affinity with 134,281 pairs from IEDB. The task is: Regression. Given a peptide amino acid sequence and an MHC pseudo amino acid sequence, predict their binding affinity value. This is MHC class II binding data. (1) The peptide sequence is CDERVSSDQSALSEF. The MHC is DRB3_0101 with pseudo-sequence DRB3_0101. The binding affinity (normalized) is 0. (2) The peptide sequence is GGRLAFQEFMIVPSG. The MHC is DRB1_0802 with pseudo-sequence DRB1_0802. The binding affinity (normalized) is 0.654. (3) The peptide sequence is AAPAAGYTPATPAAP. The MHC is HLA-DQA10401-DQB10402 with pseudo-sequence HLA-DQA10401-DQB10402. The binding affinity (normalized) is 0.166. (4) The peptide sequence is RPGGAGRDGGQLRIP. The MHC is DRB1_0701 with pseudo-sequence DRB1_0701. The binding affinity (normalized) is 0. (5) The peptide sequence is GDVFVIREPFISCSH. The MHC is DRB1_0405 with pseudo-sequence DRB1_0405. The binding affinity (normalized) is 0.327. (6) The peptide sequence is LASFTPVIQDQDLEM. The MHC is DRB5_0101 with pseudo-sequence DRB5_0101. The binding affinity (normalized) is 0.0737.